This data is from Reaction yield outcomes from USPTO patents with 853,638 reactions. The task is: Predict the reaction yield, written as a fraction of the theoretical maximum amount of product (1.0 means a 100% yield; for example, 0.34 means a 34% yield). (1) The reactants are C(=O)([O-])[O-].[K+].[K+].[CH2:7]([N:9]=[C:10]=[S:11])[CH3:8].[Cl:12][C:13]1[CH:18]=[C:17]([C:19]([F:22])([F:21])[F:20])[CH:16]=[C:15]([F:23])[C:14]=1[O:24][C:25]1[CH:29]=[C:28]([CH3:30])[NH:27][N:26]=1.Cl. The catalyst is C(OCC)(=O)C. The product is [CH2:7]([NH:9][C:10]([N:27]1[C:28]([CH3:30])=[CH:29][C:25]([O:24][C:14]2[C:15]([F:23])=[CH:16][C:17]([C:19]([F:22])([F:20])[F:21])=[CH:18][C:13]=2[Cl:12])=[N:26]1)=[S:11])[CH3:8]. The yield is 0.0940. (2) The reactants are [C:1]1([CH2:7][CH2:8][CH2:9][CH2:10][CH2:11][CH2:12][C:13]([OH:15])=O)[CH:6]=[CH:5][CH:4]=[CH:3][CH:2]=1.F[P-](F)(F)(F)(F)F.N1(O[P+](N(C)C)(N(C)C)N(C)C)C2C=CC=CC=2N=N1.CCN(C(C)C)C(C)C.FC(F)(F)C(O)=O.[CH3:59][O:60][C:61](=[O:85])[CH:62]=[CH:63][CH:64]([NH2:84])[CH2:65][C:66]1[C:74]2[C:69](=[CH:70][CH:71]=[CH:72][CH:73]=2)[N:68]([CH2:75][CH:76]=[CH:77][C:78]2[CH:83]=[CH:82][CH:81]=[CH:80][CH:79]=2)[CH:67]=1. The catalyst is C1COCC1. The product is [CH3:59][O:60][C:61](=[O:85])[CH:62]=[CH:63][C@H:64]([NH:84][C:13](=[O:15])[CH2:12][CH2:11][CH2:10][CH2:9][CH2:8][CH2:7][C:1]1[CH:2]=[CH:3][CH:4]=[CH:5][CH:6]=1)[CH2:65][C:66]1[C:74]2[C:69](=[CH:70][CH:71]=[CH:72][CH:73]=2)[N:68]([CH2:75][CH:76]=[CH:77][C:78]2[CH:83]=[CH:82][CH:81]=[CH:80][CH:79]=2)[CH:67]=1. The yield is 0.550. (3) The yield is 0.520. The catalyst is O1CCOCC1.O.C([O-])(=O)C.[Pd+2].C([O-])(=O)C. The product is [CH3:26][C:21]1([CH3:27])[CH2:22][O:23][CH2:24][CH2:25][N:20]1[C:18]([C:4]1[N:3]=[C:2]([C:31]2[CH:32]=[CH:33][N:29]([CH3:28])[CH:30]=2)[N:6]2[C:7]3[C:12](=[CH:11][C:10]([O:15][CH3:16])=[C:9]([OH:17])[CH:8]=3)[CH2:13][CH2:14][C:5]=12)=[O:19]. The reactants are Br[C:2]1[N:6]2[C:7]3[C:12]([CH2:13][CH2:14][C:5]2=[C:4]([C:18]([N:20]2[CH2:25][CH2:24][O:23][CH2:22][C:21]2([CH3:27])[CH3:26])=[O:19])[N:3]=1)=[CH:11][C:10]([O:15][CH3:16])=[C:9]([OH:17])[CH:8]=3.[CH3:28][N:29]1[CH:33]=[CH:32][C:31](B2OC(C)(C)C(C)(C)O2)=[CH:30]1.C1(P(C2CCCCC2)C2C=CC=CC=2C2C(OC)=CC=CC=2OC)CCCCC1.C(=O)([O-])[O-].[K+].[K+]. (4) The reactants are C([O:5][C:6]([C@H:8]1[CH2:12][CH2:11][CH2:10][N:9]1[C:13](=[O:44])[CH2:14][O:15][C:16]1[CH:21]=[C:20]([C:22]2[NH:26][C:25](=[O:27])[O:24][N:23]=2)[CH:19]=[C:18]([O:28][CH2:29][C:30]([N:32]2[CH2:36][CH2:35][CH2:34][C@@H:33]2[C:37]([O:39]C(C)(C)C)=[O:38])=[O:31])[CH:17]=1)=[O:7])(C)(C)C. The catalyst is FC(F)(F)C(O)=O. The product is [C:37]([C@H:33]1[CH2:34][CH2:35][CH2:36][N:32]1[C:30](=[O:31])[CH2:29][O:28][C:18]1[CH:17]=[C:16]([CH:21]=[C:20]([C:22]2[NH:26][C:25](=[O:27])[O:24][N:23]=2)[CH:19]=1)[O:15][CH2:14][C:13]([N:9]1[CH2:10][CH2:11][CH2:12][C@@H:8]1[C:6]([OH:7])=[O:5])=[O:44])([OH:39])=[O:38]. The yield is 0.740.